Dataset: Full USPTO retrosynthesis dataset with 1.9M reactions from patents (1976-2016). Task: Predict the reactants needed to synthesize the given product. (1) The reactants are: [NH2:1][C:2]1[C:3]([C:9]([NH:11][C:12]2[CH:17]=[CH:16][CH:15]=[CH:14][N:13]=2)=[O:10])=[N:4][C:5](Br)=[CH:6][N:7]=1.Br[Zn][C:20]1[CH:25]=[CH:24][CH:23]=[CH:22][C:21]=1[C:26]#[N:27]. Given the product [NH2:1][C:2]1[C:3]([C:9]([NH:11][C:12]2[CH:17]=[CH:16][CH:15]=[CH:14][N:13]=2)=[O:10])=[N:4][C:5]([C:20]2[CH:25]=[CH:24][CH:23]=[CH:22][C:21]=2[C:26]#[N:27])=[CH:6][N:7]=1, predict the reactants needed to synthesize it. (2) Given the product [CH3:1][O:2][C:3]1[CH:8]=[C:7]([CH:6]=[CH:5][C:4]=1[N:12]1[CH:16]=[C:15]([CH3:17])[N:14]=[CH:13]1)[NH2:9], predict the reactants needed to synthesize it. The reactants are: [CH3:1][O:2][C:3]1[CH:8]=[C:7]([N+:9]([O-])=O)[CH:6]=[CH:5][C:4]=1[N:12]1[CH:16]=[C:15]([CH3:17])[N:14]=[CH:13]1.